From a dataset of Reaction yield outcomes from USPTO patents with 853,638 reactions. Predict the reaction yield, written as a fraction of the theoretical maximum amount of product (1.0 means a 100% yield; for example, 0.34 means a 34% yield). (1) The reactants are CC(C)([O-])C.[K+].[F:7][C:8]1[CH:13]=[CH:12][CH:11]=[CH:10][C:9]=1[N+:14]([O-:16])=[O:15].[CH2:17]([O:19][C:20](=[O:24])[CH:21](Cl)[CH3:22])[CH3:18]. The catalyst is CN(C=O)C. The product is [F:7][C:8]1[CH:13]=[C:12]([CH:21]([CH3:22])[C:20]([O:19][CH2:17][CH3:18])=[O:24])[CH:11]=[CH:10][C:9]=1[N+:14]([O-:16])=[O:15]. The yield is 0.680. (2) The product is [CH:26]([NH:29][C:30](=[O:31])[C:6]1[CH:7]=[CH:2][CH:3]=[C:4]([C:9]2[N:13]3[C:14]4[N:22]=[C:21]([O:23][CH3:24])[CH:20]=[CH:19][C:15]=4[N:16]=[C:17]([CH3:18])[C:12]3=[C:11]([CH3:25])[N:10]=2)[CH:5]=1)([CH3:28])[CH3:27]. The yield is 0.650. The reactants are Cl[C:2]1[CH:3]=[C:4]([C:9]2[N:13]3[C:14]4[N:22]=[C:21]([O:23][CH3:24])[CH:20]=[CH:19][C:15]=4[N:16]=[C:17]([CH3:18])[C:12]3=[C:11]([CH3:25])[N:10]=2)[CH:5]=[C:6](Cl)[CH:7]=1.[CH:26]([NH:29][C:30](C1C=C(B(O)O)C=CC=1)=[O:31])([CH3:28])[CH3:27].C([O-])([O-])=O.[K+].[K+]. The catalyst is C1C=CC([P]([Pd]([P](C2C=CC=CC=2)(C2C=CC=CC=2)C2C=CC=CC=2)([P](C2C=CC=CC=2)(C2C=CC=CC=2)C2C=CC=CC=2)[P](C2C=CC=CC=2)(C2C=CC=CC=2)C2C=CC=CC=2)(C2C=CC=CC=2)C2C=CC=CC=2)=CC=1. (3) The reactants are [CH3:1][CH2:2][O:3][C:4](/[C:6](/Cl)=[N:7]\[OH:8])=[O:5].[CH2:10]([OH:13])[C:11]#[CH:12].CCN(CC)CC. The catalyst is C(Cl)Cl. The product is [OH:13][CH2:10][C:11]1[O:8][N:7]=[C:6]([C:4]([O:3][CH2:2][CH3:1])=[O:5])[CH:12]=1. The yield is 0.690. (4) The reactants are CO[CH:3](OC)[CH2:4][NH:5][C:6](=[O:23])[C:7]([NH:9][C:10]1[CH:15]=[CH:14][C:13]([O:16][CH2:17][C:18]([OH:21])([CH3:20])[CH3:19])=[C:12]([CH3:22])[CH:11]=1)=[O:8].C(O)(C(F)(F)F)=O. The catalyst is CC(O)=O. The product is [OH:23][C:6]1[C:7](=[O:8])[N:9]([C:10]2[CH:15]=[CH:14][C:13]([O:16][CH2:17][C:18]([OH:21])([CH3:19])[CH3:20])=[C:12]([CH3:22])[CH:11]=2)[CH:3]=[CH:4][N:5]=1. The yield is 0.731.